From a dataset of NCI-60 drug combinations with 297,098 pairs across 59 cell lines. Regression. Given two drug SMILES strings and cell line genomic features, predict the synergy score measuring deviation from expected non-interaction effect. (1) Cell line: SK-MEL-2. Drug 2: CN1C2=C(C=C(C=C2)N(CCCl)CCCl)N=C1CCCC(=O)O.Cl. Drug 1: CS(=O)(=O)CCNCC1=CC=C(O1)C2=CC3=C(C=C2)N=CN=C3NC4=CC(=C(C=C4)OCC5=CC(=CC=C5)F)Cl. Synergy scores: CSS=8.28, Synergy_ZIP=-4.74, Synergy_Bliss=-17.8, Synergy_Loewe=-21.2, Synergy_HSA=-13.5. (2) Drug 1: C#CCC(CC1=CN=C2C(=N1)C(=NC(=N2)N)N)C3=CC=C(C=C3)C(=O)NC(CCC(=O)O)C(=O)O. Drug 2: C(CCl)NC(=O)N(CCCl)N=O. Cell line: A549. Synergy scores: CSS=4.42, Synergy_ZIP=0.101, Synergy_Bliss=2.47, Synergy_Loewe=0.629, Synergy_HSA=1.26. (3) Drug 1: CS(=O)(=O)CCNCC1=CC=C(O1)C2=CC3=C(C=C2)N=CN=C3NC4=CC(=C(C=C4)OCC5=CC(=CC=C5)F)Cl. Drug 2: CC1CCCC2(C(O2)CC(NC(=O)CC(C(C(=O)C(C1O)C)(C)C)O)C(=CC3=CSC(=N3)C)C)C. Cell line: SR. Synergy scores: CSS=64.1, Synergy_ZIP=-2.62, Synergy_Bliss=-11.3, Synergy_Loewe=-12.2, Synergy_HSA=-10.6. (4) Drug 1: C1C(C(OC1N2C=C(C(=O)NC2=O)F)CO)O. Drug 2: C1=NNC2=C1C(=O)NC=N2. Cell line: ACHN. Synergy scores: CSS=32.1, Synergy_ZIP=-2.77, Synergy_Bliss=-3.59, Synergy_Loewe=-16.6, Synergy_HSA=-1.08. (5) Drug 1: CC1CCC2CC(C(=CC=CC=CC(CC(C(=O)C(C(C(=CC(C(=O)CC(OC(=O)C3CCCCN3C(=O)C(=O)C1(O2)O)C(C)CC4CCC(C(C4)OC)OCCO)C)C)O)OC)C)C)C)OC. Drug 2: CC12CCC3C(C1CCC2O)C(CC4=C3C=CC(=C4)O)CCCCCCCCCS(=O)CCCC(C(F)(F)F)(F)F. Cell line: A549. Synergy scores: CSS=33.6, Synergy_ZIP=21.8, Synergy_Bliss=24.2, Synergy_Loewe=22.9, Synergy_HSA=23.1. (6) Drug 1: CN(C)C1=NC(=NC(=N1)N(C)C)N(C)C. Drug 2: CC1C(C(CC(O1)OC2CC(CC3=C2C(=C4C(=C3O)C(=O)C5=C(C4=O)C(=CC=C5)OC)O)(C(=O)CO)O)N)O.Cl. Cell line: SN12C. Synergy scores: CSS=37.3, Synergy_ZIP=-2.78, Synergy_Bliss=-7.22, Synergy_Loewe=-19.8, Synergy_HSA=-5.17.